From a dataset of Full USPTO retrosynthesis dataset with 1.9M reactions from patents (1976-2016). Predict the reactants needed to synthesize the given product. (1) Given the product [CH3:32][S:33]([OH:36])(=[O:35])=[O:34].[C:1]([C:5]1[NH:6][C:7]([C:25]2[CH:26]=[CH:27][C:28]([F:31])=[CH:29][CH:30]=2)=[C:8]([C:10]2[N:15]=[C:14]3[N:16]([CH2:20][C:21]([CH3:24])([CH3:23])[CH3:22])[C:17]([NH2:19])=[N:18][C:13]3=[CH:12][CH:11]=2)[N:9]=1)([CH3:2])([CH3:3])[CH3:4], predict the reactants needed to synthesize it. The reactants are: [C:1]([C:5]1[NH:6][C:7]([C:25]2[CH:30]=[CH:29][C:28]([F:31])=[CH:27][CH:26]=2)=[C:8]([C:10]2[N:15]=[C:14]3[N:16]([CH2:20][C:21]([CH3:24])([CH3:23])[CH3:22])[C:17]([NH2:19])=[N:18][C:13]3=[CH:12][CH:11]=2)[N:9]=1)([CH3:4])([CH3:3])[CH3:2].[CH3:32][S:33]([OH:36])(=[O:35])=[O:34]. (2) Given the product [CH3:8][C:3]1[C:2]([B:14]2[O:18][C:17]([CH3:20])([CH3:19])[C:16]([CH3:22])([CH3:21])[O:15]2)=[CH:7][CH:6]=[CH:5][N:4]=1, predict the reactants needed to synthesize it. The reactants are: Br[C:2]1[C:3]([CH3:8])=[N:4][CH:5]=[CH:6][CH:7]=1.C([O-])(=O)C.[K+].[B:14]1([B:14]2[O:18][C:17]([CH3:20])([CH3:19])[C:16]([CH3:22])([CH3:21])[O:15]2)[O:18][C:17]([CH3:20])([CH3:19])[C:16]([CH3:22])([CH3:21])[O:15]1. (3) Given the product [Cl:16][C:14]1[C:13]([CH3:17])=[C:12]([B:30]2[O:31][C:32]([CH3:34])([CH3:33])[C:28]([CH3:44])([CH3:27])[O:29]2)[C:11]([O:19][CH3:20])=[C:10]([CH:8]([NH:7][C:6](=[O:21])[O:5][C:1]([CH3:4])([CH3:3])[CH3:2])[CH3:9])[CH:15]=1, predict the reactants needed to synthesize it. The reactants are: [C:1]([O:5][C:6](=[O:21])[NH:7][CH:8]([C:10]1[CH:15]=[C:14]([Cl:16])[C:13]([CH3:17])=[C:12](Br)[C:11]=1[O:19][CH3:20])[CH3:9])([CH3:4])([CH3:3])[CH3:2].C([O-])(=O)C.[K+].[CH3:27][C:28]1([CH3:44])[C:32]([CH3:34])([CH3:33])[O:31][B:30]([B:30]2[O:31][C:32]([CH3:34])([CH3:33])[C:28]([CH3:44])([CH3:27])[O:29]2)[O:29]1.CS(C)=O.ClCCl.